This data is from NCI-60 drug combinations with 297,098 pairs across 59 cell lines. The task is: Regression. Given two drug SMILES strings and cell line genomic features, predict the synergy score measuring deviation from expected non-interaction effect. (1) Drug 1: C1CC(=O)NC(=O)C1N2CC3=C(C2=O)C=CC=C3N. Drug 2: C1CC(=O)NC(=O)C1N2C(=O)C3=CC=CC=C3C2=O. Cell line: TK-10. Synergy scores: CSS=5.12, Synergy_ZIP=-0.895, Synergy_Bliss=1.81, Synergy_Loewe=2.39, Synergy_HSA=2.15. (2) Drug 1: C1=NC2=C(N=C(N=C2N1C3C(C(C(O3)CO)O)O)F)N. Drug 2: CC=C1C(=O)NC(C(=O)OC2CC(=O)NC(C(=O)NC(CSSCCC=C2)C(=O)N1)C(C)C)C(C)C. Cell line: NCI-H522. Synergy scores: CSS=23.8, Synergy_ZIP=-5.88, Synergy_Bliss=-2.91, Synergy_Loewe=-20.2, Synergy_HSA=-2.46.